From a dataset of Full USPTO retrosynthesis dataset with 1.9M reactions from patents (1976-2016). Predict the reactants needed to synthesize the given product. (1) Given the product [F:1][C:2]1[CH:7]=[C:6]([N+:8]([O-:10])=[O:9])[CH:5]=[CH:4][C:3]=1[CH:11]1[CH2:12][CH2:13][N:14]([CH:19]2[CH2:20][O:17][CH2:18]2)[CH2:15][CH2:16]1, predict the reactants needed to synthesize it. The reactants are: [F:1][C:2]1[CH:7]=[C:6]([N+:8]([O-:10])=[O:9])[CH:5]=[CH:4][C:3]=1[CH:11]1[CH2:16][CH2:15][NH:14][CH2:13][CH2:12]1.[O:17]1[CH2:20][C:19](=O)[CH2:18]1.C([BH3-])#N.[Na+].CO.ClCCl. (2) Given the product [ClH:3].[CH3:6][N:5]([CH2:7][CH:8]1[CH2:17][CH2:16][C:15]2[C:10](=[CH:11][C:12]([O:18][CH3:19])=[CH:13][CH:14]=2)[CH2:9]1)[CH3:4], predict the reactants needed to synthesize it. The reactants are: [OH-].[Na+].[ClH:3].[CH3:4][N:5]([CH2:7][CH:8]1[CH2:17][CH2:16][C:15]2[C:10](=[CH:11][C:12]([O:18][CH3:19])=[CH:13][CH:14]=2)[C:9]1=O)[CH3:6].